This data is from Peptide-MHC class I binding affinity with 185,985 pairs from IEDB/IMGT. The task is: Regression. Given a peptide amino acid sequence and an MHC pseudo amino acid sequence, predict their binding affinity value. This is MHC class I binding data. (1) The peptide sequence is AYYWNQNGF. The MHC is HLA-C14:02 with pseudo-sequence HLA-C14:02. The binding affinity (normalized) is 1.00. (2) The peptide sequence is VYERQPCWY. The MHC is HLA-B40:01 with pseudo-sequence HLA-B40:01. The binding affinity (normalized) is 0.0847. (3) The peptide sequence is CLINDPWV. The MHC is H-2-Kb with pseudo-sequence H-2-Kb. The binding affinity (normalized) is 0.0735. (4) The peptide sequence is VHYGQGWLY. The MHC is HLA-B57:01 with pseudo-sequence HLA-B57:01. The binding affinity (normalized) is 0.0847. (5) The binding affinity (normalized) is 0.467. The peptide sequence is TPALATRGF. The MHC is HLA-B07:02 with pseudo-sequence HLA-B07:02. (6) The peptide sequence is FVNRYGVAY. The MHC is HLA-A11:01 with pseudo-sequence HLA-A11:01. The binding affinity (normalized) is 0.189. (7) The peptide sequence is SLLNNQFG. The MHC is H-2-Kb with pseudo-sequence H-2-Kb. The binding affinity (normalized) is 0. (8) The peptide sequence is RLRQDTEDIV. The MHC is HLA-A02:06 with pseudo-sequence HLA-A02:06. The binding affinity (normalized) is 0.175. (9) The peptide sequence is LAYARGQAM. The MHC is HLA-A26:01 with pseudo-sequence HLA-A26:01. The binding affinity (normalized) is 0.213.